Dataset: Full USPTO retrosynthesis dataset with 1.9M reactions from patents (1976-2016). Task: Predict the reactants needed to synthesize the given product. (1) Given the product [F:1][C:2]1[CH:7]=[CH:6][C:5]([C:8]2[N:39]([CH2:32][C:33]3[CH:38]=[CH:37][CH:36]=[CH:35][CH:34]=3)[C:11]([CH2:13][N:14]([CH2:27][C:28]([F:31])([F:30])[F:29])[C:15]3[CH:22]=[CH:21][C:18]([C:19]#[N:20])=[C:17]([C:23]([F:26])([F:25])[F:24])[CH:16]=3)=[N:10][N:9]=2)=[CH:4][CH:3]=1, predict the reactants needed to synthesize it. The reactants are: [F:1][C:2]1[CH:7]=[CH:6][C:5]([C:8]2O[C:11]([CH2:13][N:14]([CH2:27][C:28]([F:31])([F:30])[F:29])[C:15]3[CH:22]=[CH:21][C:18]([C:19]#[N:20])=[C:17]([C:23]([F:26])([F:25])[F:24])[CH:16]=3)=[N:10][N:9]=2)=[CH:4][CH:3]=1.[CH2:32]([NH2:39])[C:33]1[CH:38]=[CH:37][CH:36]=[CH:35][CH:34]=1.[Mg+2].[Cl-].[Cl-]. (2) Given the product [CH3:27][O:28][C:29](=[O:50])[CH2:30][N:31]1[C:39]2[C:34](=[CH:35][CH:36]=[CH:37][CH:38]=2)[CH:33]([C:41]2[CH:46]=[CH:45][C:44]([Cl:47])=[CH:43][C:42]=2[OH:48])[C:32]1=[O:49], predict the reactants needed to synthesize it. The reactants are: C1(CCN2C3C(=CC=CC=3)C(O)(C3C(O)=CC4OCOC=4C=3)C2=O)CC1.[CH3:27][O:28][C:29](=[O:50])[CH2:30][N:31]1[C:39]2[C:34](=[CH:35][CH:36]=[CH:37][CH:38]=2)[C:33]([C:41]2[CH:46]=[CH:45][C:44]([Cl:47])=[CH:43][C:42]=2[OH:48])(O)[C:32]1=[O:49]. (3) Given the product [OH:18][C:19]1[CH:24]=[CH:23][CH:22]=[CH:21][C:20]=1[C:2]1[C:3]2[C:8]([C:9]([C:4]3[CH:3]=[CH:2][CH:15]=[CH:14][C:28]=3[OH:31])=[C:10]3[C:15]=1[CH:14]=[CH:13][CH:12]=[CH:11]3)=[CH:7][CH:6]=[CH:5][CH:4]=2, predict the reactants needed to synthesize it. The reactants are: Br[C:2]1[C:3]2[C:8]([C:9](Br)=[C:10]3[C:15]=1[CH:14]=[CH:13][CH:12]=[CH:11]3)=[CH:7][CH:6]=[CH:5][CH:4]=2.C[O:18][C:19]1[CH:24]=[CH:23][CH:22]=[CH:21][C:20]=1B(O)O.[C:28](=[O:31])([O-])[O-].[Na+].[Na+].[I-].[Li+].Cl. (4) The reactants are: [N:1]1([CH2:7][CH2:8][O:9][C:10]2[CH:15]=[CH:14][C:13]([CH2:16][OH:17])=[CH:12][CH:11]=2)[CH2:6][CH2:5][CH2:4][CH2:3][CH2:2]1.O[C:19]1[CH:26]=[CH:25][C:22](CO)=[CH:21][CH:20]=1.Cl.ClCC[N:31]1[CH2:36]CCCC1.C([O-])([O-])=[O:38].[K+].[K+].C([O-])([O-])=O.[Cs+].[Cs+].C. Given the product [N:1]1([CH2:7][CH2:8][O:9][C:10]2[CH:11]=[CH:12][C:13]([CH2:16][O:17][C:36](=[O:38])[NH:31][C:19]3[CH:20]=[CH:21][CH:22]=[CH:25][CH:26]=3)=[CH:14][CH:15]=2)[CH2:6][CH2:5][CH2:4][CH2:3][CH2:2]1, predict the reactants needed to synthesize it. (5) Given the product [CH3:15][S:12]([C:9]1[CH:10]=[CH:11][C:2]([N:16]2[CH2:21][CH2:20][O:19][CH2:18][CH2:17]2)=[C:3]([CH:8]=1)[C:4]([O:6][CH3:7])=[O:5])(=[O:14])=[O:13], predict the reactants needed to synthesize it. The reactants are: Cl[C:2]1[CH:11]=[CH:10][C:9]([S:12]([CH3:15])(=[O:14])=[O:13])=[CH:8][C:3]=1[C:4]([O:6][CH3:7])=[O:5].[NH:16]1[CH2:21][CH2:20][O:19][CH2:18][CH2:17]1.C(=O)([O-])[O-].[Cs+].[Cs+].C1(P(C2C=CC=CC=2)C2C=CC3C(=CC=CC=3)C=2C2C3C(=CC=CC=3)C=CC=2P(C2C=CC=CC=2)C2C=CC=CC=2)C=CC=CC=1. (6) Given the product [CH3:29][C:24]1[C:23]([C:21]2[O:20][N:19]=[C:18]([CH2:17][N:7]3[C:8]4[C:4](=[C:3]([C:2]([F:14])([F:1])[F:15])[C:11]([C:12]#[N:13])=[CH:10][CH:9]=4)[CH:5]=[CH:6]3)[N:22]=2)=[C:27]([CH3:28])[O:26][N:25]=1, predict the reactants needed to synthesize it. The reactants are: [F:1][C:2]([F:15])([F:14])[C:3]1[C:11]([C:12]#[N:13])=[CH:10][CH:9]=[C:8]2[C:4]=1[CH:5]=[CH:6][NH:7]2.Cl[CH2:17][C:18]1[N:22]=[C:21]([C:23]2[C:24]([CH3:29])=[N:25][O:26][C:27]=2[CH3:28])[O:20][N:19]=1. (7) Given the product [Cl:32][C:29]1[CH:30]=[CH:31][C:19](/[CH:16]=[CH:15]/[C:14]([N:11]2[CH2:12][CH2:13][CH:8]([CH2:7][C:5]3[O:6][C:2]([CH3:1])=[N:3][N:4]=3)[CH2:9][CH2:10]2)=[O:17])=[C:20]([CH2:21][C:22]2[O:23][C:24]([CH3:27])=[CH:25][N:26]=2)[CH:28]=1, predict the reactants needed to synthesize it. The reactants are: [CH3:1][C:2]1[O:6][C:5]([CH2:7][CH:8]2[CH2:13][CH2:12][N:11]([C:14](=[O:17])[CH:15]=[CH2:16])[CH2:10][CH2:9]2)=[N:4][N:3]=1.Br[C:19]1[CH:31]=[CH:30][C:29]([Cl:32])=[CH:28][C:20]=1[CH2:21][C:22]1[O:23][C:24]([CH3:27])=[CH:25][N:26]=1. (8) Given the product [NH2:1][C:2]1[N:6]([C:7]2[CH:12]=[CH:11][CH:10]=[CH:9][CH:8]=2)[N:5]=[C:4]([CH2:13][CH3:14])[C:3]=1[C:15]([OH:17])=[O:16], predict the reactants needed to synthesize it. The reactants are: [NH2:1][C:2]1[N:6]([C:7]2[CH:12]=[CH:11][CH:10]=[CH:9][CH:8]=2)[N:5]=[C:4]([CH2:13][CH3:14])[C:3]=1[C:15]([O:17]CC)=[O:16].[OH-].[Na+].O.